Dataset: Forward reaction prediction with 1.9M reactions from USPTO patents (1976-2016). Task: Predict the product of the given reaction. The product is: [N:21]1[CH:26]=[CH:25][CH:24]=[C:23]([C:2]2[CH:3]=[CH:4][N:5]3[C:10]([C:11]=2[CH3:12])=[C:9]([CH:13]2[CH2:15][CH2:14]2)[CH:8]=[C:7]([C:16]([O:18][CH3:19])=[O:17])[C:6]3=[O:20])[CH:22]=1. Given the reactants Cl[C:2]1[CH:3]=[CH:4][N:5]2[C:10]([C:11]=1[CH3:12])=[C:9]([CH:13]1[CH2:15][CH2:14]1)[CH:8]=[C:7]([C:16]([O:18][CH3:19])=[O:17])[C:6]2=[O:20].[N:21]1[CH:26]=[CH:25][CH:24]=[C:23](B(O)O)[CH:22]=1, predict the reaction product.